Task: Predict the reactants needed to synthesize the given product.. Dataset: Full USPTO retrosynthesis dataset with 1.9M reactions from patents (1976-2016) Given the product [C:14]([Si:11]([CH3:12])([CH3:13])[O:10][CH2:9][CH2:8][N:7]1[CH:5]([CH3:6])[C:4](=[O:18])[N:44]([C:27]2[CH:28]=[C:29]([CH2:30][C:31]3[C:40]4[C:35](=[CH:36][CH:37]=[CH:38][CH:39]=4)[C:34](=[O:41])[NH:33][N:32]=3)[CH:42]=[CH:43][C:26]=2[F:25])[C:45]1=[O:46])([CH3:15])([CH3:16])[CH3:17], predict the reactants needed to synthesize it. The reactants are: C(O[C:4](=[O:18])[CH:5]([NH:7][CH2:8][CH2:9][O:10][Si:11]([C:14]([CH3:17])([CH3:16])[CH3:15])([CH3:13])[CH3:12])[CH3:6])C.S([O-])([O-])(=O)=O.[Mg+2].[F:25][C:26]1[CH:43]=[CH:42][C:29]([CH2:30][C:31]2[C:40]3[C:35](=[CH:36][CH:37]=[CH:38][CH:39]=3)[C:34](=[O:41])[NH:33][N:32]=2)=[CH:28][C:27]=1[N:44]=[C:45]=[O:46].C(Cl)Cl.CO.